Dataset: Retrosynthesis with 50K atom-mapped reactions and 10 reaction types from USPTO. Task: Predict the reactants needed to synthesize the given product. (1) Given the product Cc1cc(N2C[C@H](S(=O)(=O)c3ccc(F)cc3C(F)(F)F)C[C@H]2C(=O)O)n(C2CCC2)n1, predict the reactants needed to synthesize it. The reactants are: COC(=O)[C@@H]1C[C@@H](S(=O)(=O)c2ccc(F)cc2C(F)(F)F)CN1c1cc(C)nn1C1CCC1. (2) The reactants are: CCCCCCCCOc1ccc(-c2ccc(C(=O)O)cc2)cc1.C[C@H](Cl)C[C@H](C)Oc1ccc(O)cc1. Given the product CCCCCCCCOc1ccc(-c2ccc(C(=O)Oc3ccc(O[C@@H](C)C[C@H](C)Cl)cc3)cc2)cc1, predict the reactants needed to synthesize it. (3) Given the product COc1cc(OC)cc(C(=O)c2ccc3ccn(C)c3c2)c1, predict the reactants needed to synthesize it. The reactants are: CI.COc1cc(OC)cc(C(=O)c2ccc3cc[nH]c3c2)c1. (4) Given the product CCCCCn1c(=O)n(-c2ccccc2)c(=O)c2[nH]cnc21, predict the reactants needed to synthesize it. The reactants are: CCCCCn1c(=O)n(-c2ccccc2)c(=O)c2c1ncn2Cc1ccc(OC)cc1. (5) Given the product COc1ccc(C=O)c2cc(C3CC3)nn12, predict the reactants needed to synthesize it. The reactants are: COc1ccc(CO)c2cc(C3CC3)nn12. (6) Given the product O=C1C(=O)N(C(CC2CCCC2)C(=O)Nc2nccs2)c2ccc(Cl)cc21, predict the reactants needed to synthesize it. The reactants are: Nc1nccs1.O=C1C(=O)N(C(CC2CCCC2)C(=O)O)c2ccc(Cl)cc21. (7) The reactants are: COc1cc(CNC(=O)c2cc(C34CC5CC(CC(C5)C3)C4)c(O)cc2O)cc(OC)c1. Given the product COc1cc(O)cc(CNC(=O)c2cc(C34CC5CC(CC(C5)C3)C4)c(O)cc2O)c1, predict the reactants needed to synthesize it. (8) Given the product CCCCc1cc(NC(=O)c2cc(OC)c(OC)c(OC)c2)n2nccc2n1, predict the reactants needed to synthesize it. The reactants are: CCCCc1cc(N)n2nccc2n1.COc1cc(C(=O)Cl)cc(OC)c1OC.